From a dataset of Full USPTO retrosynthesis dataset with 1.9M reactions from patents (1976-2016). Predict the reactants needed to synthesize the given product. (1) Given the product [C:1]([O:5][C:6]([N:8]1[C@@H:13]([C@@H:14]([OH:26])[C@@H:15]([NH2:23])[CH2:16][C:17]2[CH:22]=[CH:21][CH:20]=[CH:19][CH:18]=2)[CH2:12][O:11][C@@H:10]([CH2:27][CH2:28][CH:29]2[CH2:34][CH2:33][CH2:32][CH2:31][CH2:30]2)[CH2:9]1)=[O:7])([CH3:4])([CH3:2])[CH3:3], predict the reactants needed to synthesize it. The reactants are: [C:1]([O:5][C:6]([N:8]1[C@@H:13]([C@@H:14]([OH:26])[C@@H:15]([N+:23]([O-])=O)[CH2:16][C:17]2[CH:22]=[CH:21][CH:20]=[CH:19][CH:18]=2)[CH2:12][O:11][C@@H:10]([CH2:27][CH2:28][CH:29]2[CH2:34][CH2:33][CH2:32][CH2:31][CH2:30]2)[CH2:9]1)=[O:7])([CH3:4])([CH3:3])[CH3:2].[BH4-].[Na+]. (2) Given the product [CH3:19][O:18][C:14]1[CH:13]=[C:12]([C:9]([C:5]2[CH:6]=[CH:7][CH:8]=[C:3]([O:2][CH3:1])[CH:4]=2)=[CH2:10])[CH:17]=[CH:16][CH:15]=1, predict the reactants needed to synthesize it. The reactants are: [CH3:1][O:2][C:3]1[CH:4]=[C:5]([C:9]([C:12]2[CH:17]=[CH:16][CH:15]=[C:14]([O:18][CH3:19])[CH:13]=2)(O)[CH3:10])[CH:6]=[CH:7][CH:8]=1.II. (3) Given the product [N:6]1[CH:7]=[CH:8][C:3]([N:20]2[CH2:21][CH2:22][CH:17]([C:16]([OH:24])=[O:23])[CH2:18][CH2:19]2)=[CH:4][CH:5]=1, predict the reactants needed to synthesize it. The reactants are: Cl.Cl[C:3]1[CH:8]=[CH:7][N:6]=[CH:5][CH:4]=1.C(N(CC)CC)C.[C:16]([O:24]CC)(=[O:23])[C:17]1[CH:22]=[CH:21][N:20]=[CH:19][CH:18]=1. (4) Given the product [S:1]1[C:5]2[C:6]([NH:10][C:19]([NH:18][CH2:17][C:16]3[CH:15]=[CH:14][C:13]([C:12]([F:11])([F:24])[F:23])=[CH:22][CH:21]=3)=[O:20])=[CH:7][CH:8]=[CH:9][C:4]=2[N:3]=[CH:2]1, predict the reactants needed to synthesize it. The reactants are: [S:1]1[C:5]2[C:6]([NH2:10])=[CH:7][CH:8]=[CH:9][C:4]=2[N:3]=[CH:2]1.[F:11][C:12]([F:24])([F:23])[C:13]1[CH:22]=[CH:21][C:16]([CH2:17][N:18]=[C:19]=[O:20])=[CH:15][CH:14]=1.ClCCCl.CN(C)C=O.